Predict which catalyst facilitates the given reaction. From a dataset of Catalyst prediction with 721,799 reactions and 888 catalyst types from USPTO. (1) Product: [CH:31]([N:30]1[C:26]([C:21]2[N:22]=[C:23]3[C:24]4[CH:25]=[C:12]([CH:10]([N:8]5[CH2:7][CH:6]([N:35]([CH3:36])[CH3:34])[CH2:9]5)[CH3:11])[CH:13]=[CH:14][C:15]=4[O:16][CH2:17][CH2:18][N:19]3[CH:20]=2)=[N:27][CH:28]=[N:29]1)([CH3:32])[CH3:33]. The catalyst class is: 12. Reactant: CS(O[CH:6]1[CH2:9][N:8]([CH:10]([C:12]2[CH:25]=[C:24]3[C:15]([O:16][CH2:17][CH2:18][N:19]4[C:23]3=[N:22][C:21]([C:26]3[N:30]([CH:31]([CH3:33])[CH3:32])[N:29]=[CH:28][N:27]=3)=[CH:20]4)=[CH:14][CH:13]=2)[CH3:11])[CH2:7]1)(=O)=O.[CH3:34][NH:35][CH3:36]. (2) Reactant: [CH:1]1([C:4]2[CH:11]=[CH:10][C:7]([CH:8]=[O:9])=[CH:6][N:5]=2)[CH2:3][CH2:2]1.[CH2:12](O)[CH2:13][CH:14]=[CH2:15].[S:17]([OH:21])([CH3:20])(=[O:19])=[O:18].C([O-])(O)=O.[Na+]. Product: [CH3:20][S:17]([O:21][CH:13]1[CH2:14][CH2:15][O:9][CH:8]([C:7]2[CH:6]=[N:5][C:4]([CH:1]3[CH2:2][CH2:3]3)=[CH:11][CH:10]=2)[CH2:12]1)(=[O:19])=[O:18]. The catalyst class is: 2. (3) Reactant: [CH3:1][O:2][C:3]([C:5]1[CH:13]=[CH:12][C:8]([C:9]([OH:11])=O)=[CH:7][CH:6]=1)=[O:4].[NH2:14][C:15]1[CH:20]=[CH:19][CH:18]=[CH:17][CH:16]=1.CCN=C=NCCCN(C)C.C(N(CC)CC)C. Product: [NH:14]([C:9]([C:8]1[CH:7]=[CH:6][C:5]([C:3]([O:2][CH3:1])=[O:4])=[CH:13][CH:12]=1)=[O:11])[C:15]1[CH:20]=[CH:19][CH:18]=[CH:17][CH:16]=1. The catalyst class is: 90. (4) Reactant: [C:1]1([CH3:16])[CH:6]=[CH:5][CH:4]=[C:3]([C:7]2[O:8][C:9]3[CH2:10][NH:11][CH2:12][CH2:13][C:14]=3[N:15]=2)[CH:2]=1.Cl[C:18]1[N:25]=[CH:24][CH:23]=[CH:22][C:19]=1[C:20]#[N:21].CCN(C(C)C)C(C)C.O. The catalyst class is: 3. Product: [C:1]1([CH3:16])[CH:6]=[CH:5][CH:4]=[C:3]([C:7]2[O:8][C:9]3[CH2:10][N:11]([C:18]4[N:25]=[CH:24][CH:23]=[CH:22][C:19]=4[C:20]#[N:21])[CH2:12][CH2:13][C:14]=3[N:15]=2)[CH:2]=1. (5) Reactant: [C:1]([C:5]1[CH:6]=[C:7]([C:16]2[CH:17]=[C:18]([C:23]3[CH:28]=[CH:27][C:26]([C:29]([O:31][CH2:32][CH3:33])=[O:30])=[CH:25][CH:24]=3)[CH:19]=[CH:20][C:21]=2[OH:22])[CH:8]=[CH:9][C:10]=1[N:11]([CH2:14][CH3:15])[CH2:12][CH3:13])([CH3:4])([CH3:3])[CH3:2].[H-].[Na+].[C:36]([O:39][CH2:40][CH2:41]Br)(=[O:38])[CH3:37].[Cl-].[NH4+]. Product: [C:36]([O:39][CH2:40][CH2:41][O:22][C:21]1[CH:20]=[CH:19][C:18]([C:23]2[CH:28]=[CH:27][C:26]([C:29]([O:31][CH2:32][CH3:33])=[O:30])=[CH:25][CH:24]=2)=[CH:17][C:16]=1[C:7]1[CH:8]=[CH:9][C:10]([N:11]([CH2:12][CH3:13])[CH2:14][CH3:15])=[C:5]([C:1]([CH3:3])([CH3:4])[CH3:2])[CH:6]=1)(=[O:38])[CH3:37]. The catalyst class is: 9.